Predict the reactants needed to synthesize the given product. From a dataset of Full USPTO retrosynthesis dataset with 1.9M reactions from patents (1976-2016). (1) Given the product [C:30]([N:27]1[CH2:26][CH2:25][CH:24]([N:21]2[C:9]3[N:10]=[C:11]([C:13]4[CH:14]=[C:15]([CH:19]=[O:20])[CH:16]=[N:17][CH:18]=4)[N:12]=[C:7]([N:1]4[CH2:2][CH2:3][O:4][CH2:5][CH2:6]4)[C:8]=3[N:23]=[N:22]2)[CH2:29][CH2:28]1)([O:32][C:33]([CH3:36])([CH3:35])[CH3:34])=[O:31], predict the reactants needed to synthesize it. The reactants are: [N:1]1([C:7]2[C:8]3[N:23]=[N:22][N:21]([CH:24]4[CH2:29][CH2:28][NH:27][CH2:26][CH2:25]4)[C:9]=3[N:10]=[C:11]([C:13]3[CH:14]=[C:15]([CH2:19][OH:20])[CH:16]=[N:17][CH:18]=3)[N:12]=2)[CH2:6][CH2:5][O:4][CH2:3][CH2:2]1.[C:30](N1CCC(N2C3N=C(Cl)N=C(N4CCOCC4)C=3N=N2)CC1)([O:32][C:33]([CH3:36])([CH3:35])[CH3:34])=[O:31].CC1(C)C(C)(C)OB(C2C=C(C=O)C=NC=2)O1. (2) Given the product [CH2:1]([O:8][C:9](=[O:61])[N:10]([C@@H:16]([CH2:36][CH2:37][CH:38]([F:60])[CH2:39][NH2:40])[CH2:17][O:18][Si:19]([C:32]([CH3:35])([CH3:33])[CH3:34])([C:26]1[CH:27]=[CH:28][CH:29]=[CH:30][CH:31]=1)[C:20]1[CH:25]=[CH:24][CH:23]=[CH:22][CH:21]=1)[CH2:11][CH2:12][CH:13]([CH3:15])[CH3:14])[C:2]1[CH:7]=[CH:6][CH:5]=[CH:4][CH:3]=1, predict the reactants needed to synthesize it. The reactants are: [CH2:1]([O:8][C:9](=[O:61])[N:10]([C@@H:16]([CH2:36][CH2:37][CH:38]([F:60])[CH2:39][NH:40]C(C1C=CC=CC=1)(C1C=CC=CC=1)C1C=CC=CC=1)[CH2:17][O:18][Si:19]([C:32]([CH3:35])([CH3:34])[CH3:33])([C:26]1[CH:31]=[CH:30][CH:29]=[CH:28][CH:27]=1)[C:20]1[CH:25]=[CH:24][CH:23]=[CH:22][CH:21]=1)[CH2:11][CH2:12][CH:13]([CH3:15])[CH3:14])[C:2]1[CH:7]=[CH:6][CH:5]=[CH:4][CH:3]=1.FC(F)(F)C(O)=O.C([O-])(O)=O.[Na+]. (3) Given the product [OH:40][C:36]([CH3:37])([CH3:35])[C:38]#[C:39][C:2]1[CH:3]=[CH:4][C:5]([C:8](=[C:16]2[CH2:17][C:18]([CH3:25])([CH3:24])[CH2:19][C:20]([CH3:23])([CH3:22])[CH2:21]2)[C:9]2[CH:10]=[CH:11][C:12]([OH:15])=[CH:13][CH:14]=2)=[CH:6][CH:7]=1, predict the reactants needed to synthesize it. The reactants are: I[C:2]1[CH:7]=[CH:6][C:5]([C:8](=[C:16]2[CH2:21][C:20]([CH3:23])([CH3:22])[CH2:19][C:18]([CH3:25])([CH3:24])[CH2:17]2)[C:9]2[CH:14]=[CH:13][C:12]([OH:15])=[CH:11][CH:10]=2)=[CH:4][CH:3]=1.C(N(CC)C(C)C)(C)C.[CH3:35][C:36]([OH:40])([C:38]#[CH:39])[CH3:37].[NH4+].[Cl-].